This data is from Full USPTO retrosynthesis dataset with 1.9M reactions from patents (1976-2016). The task is: Predict the reactants needed to synthesize the given product. Given the product [CH:26]1([NH:31][C:10](=[O:12])[C@H:9]([NH:8][C:6](=[O:7])[O:5][C:1]([CH3:2])([CH3:3])[CH3:4])[C:13]([OH:16])([CH3:15])[CH3:14])[CH2:27][CH2:28][CH2:29][CH2:30]1, predict the reactants needed to synthesize it. The reactants are: [C:1]([O:5][C:6]([NH:8][C@H:9]([C:13]([OH:16])([CH3:15])[CH3:14])[C:10]([OH:12])=O)=[O:7])([CH3:4])([CH3:3])[CH3:2].CN(C(ON1N=N[C:27]2[CH:28]=[CH:29][CH:30]=[N:31][C:26]1=2)=[N+](C)C)C.F[P-](F)(F)(F)(F)F.C1(N)CCCC1.CCN(CC)CC.